From a dataset of Reaction yield outcomes from USPTO patents with 853,638 reactions. Predict the reaction yield, written as a fraction of the theoretical maximum amount of product (1.0 means a 100% yield; for example, 0.34 means a 34% yield). The catalyst is C1(C)C=CC=CC=1.C(O)C.C1C=CC([P]([Pd]([P](C2C=CC=CC=2)(C2C=CC=CC=2)C2C=CC=CC=2)([P](C2C=CC=CC=2)(C2C=CC=CC=2)C2C=CC=CC=2)[P](C2C=CC=CC=2)(C2C=CC=CC=2)C2C=CC=CC=2)(C2C=CC=CC=2)C2C=CC=CC=2)=CC=1. The yield is 0.870. The reactants are Cl[C:2]1[N:7]=[C:6]([C:8]#[N:9])[CH:5]=[CH:4][CH:3]=1.C(=O)([O-])[O-].[K+].[K+].O.[C:17]([O:20][CH2:21][CH3:22])(=O)[CH3:18]. The product is [O:20]1[CH:21]=[CH:22][CH:18]=[C:17]1[C:2]1[N:7]=[C:6]([C:8]#[N:9])[CH:5]=[CH:4][CH:3]=1.